Dataset: Peptide-MHC class I binding affinity with 185,985 pairs from IEDB/IMGT. Task: Regression. Given a peptide amino acid sequence and an MHC pseudo amino acid sequence, predict their binding affinity value. This is MHC class I binding data. (1) The binding affinity (normalized) is 0.0847. The MHC is HLA-A26:03 with pseudo-sequence HLA-A26:03. The peptide sequence is LFLSFCSLF. (2) The peptide sequence is LTGNNTITT. The binding affinity (normalized) is 0.202. The MHC is HLA-A02:03 with pseudo-sequence HLA-A02:03. (3) The MHC is HLA-A03:01 with pseudo-sequence HLA-A03:01. The peptide sequence is ILWKDIFHK. The binding affinity (normalized) is 0.661. (4) The peptide sequence is SVQPTFSVQR. The MHC is HLA-A11:01 with pseudo-sequence HLA-A11:01. The binding affinity (normalized) is 0.666. (5) The peptide sequence is EVATRFNTM. The MHC is HLA-A02:19 with pseudo-sequence HLA-A02:19. The binding affinity (normalized) is 0.0847. (6) The peptide sequence is FIFGKMGAG. The MHC is HLA-A31:01 with pseudo-sequence HLA-A31:01. The binding affinity (normalized) is 0.0847. (7) The peptide sequence is VTYECPLLV. The MHC is HLA-A02:17 with pseudo-sequence HLA-A02:17. The binding affinity (normalized) is 0.415. (8) The peptide sequence is KIRNRIERL. The MHC is HLA-A01:01 with pseudo-sequence HLA-A01:01. The binding affinity (normalized) is 0.0847. (9) The peptide sequence is MPTYIRNTL. The MHC is HLA-B44:03 with pseudo-sequence HLA-B44:03. The binding affinity (normalized) is 0. (10) The peptide sequence is STTVKAACWW. The MHC is HLA-A30:02 with pseudo-sequence HLA-A30:02. The binding affinity (normalized) is 0.